Dataset: Reaction yield outcomes from USPTO patents with 853,638 reactions. Task: Predict the reaction yield, written as a fraction of the theoretical maximum amount of product (1.0 means a 100% yield; for example, 0.34 means a 34% yield). (1) The yield is 0.0400. The catalyst is CS(C)=O. The reactants are [NH2:1][C:2]1[C:7]2[C:8]([C:11]3[CH:16]=[CH:15][C:14]([NH:17][C:18]([C:20]4[N:21]([CH3:29])[C:22]5[C:27]([CH:28]=4)=[CH:26][CH:25]=[CH:24][CH:23]=5)=[O:19])=[C:13]([O:30][CH3:31])[CH:12]=3)=[CH:9][S:10][C:6]=2[C:5]([C:32]#[N:33])=[CH:4][N:3]=1.C(=O)([O-])[O-:35].[K+].[K+].OO. The product is [NH2:1][C:2]1[C:7]2[C:8]([C:11]3[CH:16]=[CH:15][C:14]([NH:17][C:18]([C:20]4[N:21]([CH3:29])[C:22]5[C:27]([CH:28]=4)=[CH:26][CH:25]=[CH:24][CH:23]=5)=[O:19])=[C:13]([O:30][CH3:31])[CH:12]=3)=[CH:9][S:10][C:6]=2[C:5]([C:32]([NH2:33])=[O:35])=[CH:4][N:3]=1. (2) The reactants are [CH:1]1([N:6]2[C:15]3[N:14]=[C:13]([NH:16][C:17]4[CH:25]=[CH:24][C:20]([C:21](O)=[O:22])=[CH:19][C:18]=4[O:26][CH3:27])[N:12]=[CH:11][C:10]=3[N:9]([CH3:28])[C:8](=[O:29])[C@H:7]2[CH2:30][CH3:31])[CH2:5][CH2:4][CH2:3][CH2:2]1.CN(C(ON1N=NC2C=CC=CC1=2)=[N+](C)C)C.[B-](F)(F)(F)F.CCN(C(C)C)C(C)C.[NH2:63][CH:64]1[CH2:69][CH2:68][N:67]([C:70]([O:72][C:73]([CH3:76])([CH3:75])[CH3:74])=[O:71])[CH2:66][CH2:65]1. The catalyst is C(Cl)Cl.CCOCC.CCCCCCC. The product is [CH:1]1([N:6]2[C:15]3[N:14]=[C:13]([NH:16][C:17]4[CH:25]=[CH:24][C:20]([C:21]([NH:63][CH:64]5[CH2:65][CH2:66][N:67]([C:70]([O:72][C:73]([CH3:76])([CH3:75])[CH3:74])=[O:71])[CH2:68][CH2:69]5)=[O:22])=[CH:19][C:18]=4[O:26][CH3:27])[N:12]=[CH:11][C:10]=3[N:9]([CH3:28])[C:8](=[O:29])[C@H:7]2[CH2:30][CH3:31])[CH2:5][CH2:4][CH2:3][CH2:2]1. The yield is 0.740. (3) The catalyst is C(Cl)Cl.CCOC(C)=O. The reactants are [C:1]([N:5]=[C:6]=[S:7])([CH3:4])([CH3:3])[CH3:2].[CH:8]1([NH2:13])[CH2:12][CH2:11][CH2:10][CH2:9]1.CCN(C(C)C)C(C)C. The yield is 0.470. The product is [C:1]([NH:5][C:6]([NH:13][CH:8]1[CH2:12][CH2:11][CH2:10][CH2:9]1)=[S:7])([CH3:4])([CH3:3])[CH3:2]. (4) The reactants are FC(F)(F)C1N=C2N=CC=CC2=NC=1O.[F:16][C:17]([F:30])([F:29])[C:18]1[N:19]=[C:20]2[CH:28]=[CH:27][CH:26]=[N:25][C:21]2=[N:22][C:23]=1O.[Cl:31]C1N=C2C=CC=NC2=NC=1C(F)(F)F. The catalyst is O=P(Cl)(Cl)Cl. The product is [Cl:31][C:23]1[N:22]=[C:21]2[N:25]=[CH:26][CH:27]=[CH:28][C:20]2=[N:19][C:18]=1[C:17]([F:30])([F:29])[F:16]. The yield is 0.379. (5) The reactants are [I:1][C:2]1[C:6]([C:7]([O:9]CC)=[O:8])=[CH:5][N:4]([CH:12]2[CH2:17][CH2:16][CH2:15][CH2:14][O:13]2)[N:3]=1.[Li+].[OH-]. The catalyst is C1COCC1.CO.O. The product is [I:1][C:2]1[C:6]([C:7]([OH:9])=[O:8])=[CH:5][N:4]([CH:12]2[CH2:17][CH2:16][CH2:15][CH2:14][O:13]2)[N:3]=1. The yield is 0.960. (6) The reactants are [NH2:1][C:2]1[CH:3]=[C:4]([CH:21]=[CH:22][CH:23]=1)[O:5][C:6]1[CH:7]=[CH:8][C:9]2[N:10]([CH:12]=[C:13]([NH:15][C:16]([CH:18]3[CH2:20][CH2:19]3)=[O:17])[N:14]=2)[N:11]=1.[C:24]([C:26]1([C:29]2[CH:30]=[C:31]([CH:35]=[CH:36][CH:37]=2)[C:32](O)=[O:33])[CH2:28][CH2:27]1)#[N:25].Cl.CN(C)CCCN=C=NCC.ON1C2C=CC=CC=2N=N1. The catalyst is CN(C)C=O. The product is [C:24]([C:26]1([C:29]2[CH:30]=[C:31]([CH:35]=[CH:36][CH:37]=2)[C:32]([NH:1][C:2]2[CH:23]=[CH:22][CH:21]=[C:4]([O:5][C:6]3[CH:7]=[CH:8][C:9]4[N:10]([CH:12]=[C:13]([NH:15][C:16]([CH:18]5[CH2:20][CH2:19]5)=[O:17])[N:14]=4)[N:11]=3)[CH:3]=2)=[O:33])[CH2:27][CH2:28]1)#[N:25]. The yield is 0.470. (7) The reactants are [CH3:1][O:2][C:3](=[O:16])[C:4]1[CH:9]=[C:8]([N+:10]([O-:12])=[O:11])[C:7]([NH2:13])=[C:6]([F:14])[C:5]=1F.[Cl:17][C:18]1[CH:24]=[CH:23][CH:22]=[CH:21][C:19]=1[NH2:20]. The catalyst is C(OCC)(=O)C. The product is [CH3:1][O:2][C:3](=[O:16])[C:4]1[CH:9]=[C:8]([N+:10]([O-:12])=[O:11])[C:7]([NH2:13])=[C:6]([F:14])[C:5]=1[NH:20][C:19]1[CH:21]=[CH:22][CH:23]=[CH:24][C:18]=1[Cl:17]. The yield is 0.120. (8) The reactants are P([O-])([O-])([O-])=O.[K+].[K+].[K+].Cl[C:10]1[CH:11]=[CH:12][C:13]2[N:19]3[CH2:20][C@H:16]([CH2:17][CH2:18]3)[N:15]([C:21]([NH:23][C:24]3[CH:29]=[N:28][CH:27]=[CH:26][N:25]=3)=[O:22])[C:14]=2[N:30]=1.[CH3:31][C:32]1[O:33][C:34](B2OC(C)(C)C(C)(C)O2)=[CH:35][N:36]=1.CC(C1C=C(C(C)C)C(C2C=CC=CC=2P(C2CCCCC2)C2CCCCC2)=C(C(C)C)C=1)C. The catalyst is O1CCOCC1.C1C=CC(/C=C/C(/C=C/C2C=CC=CC=2)=O)=CC=1.C1C=CC(/C=C/C(/C=C/C2C=CC=CC=2)=O)=CC=1.C1C=CC(/C=C/C(/C=C/C2C=CC=CC=2)=O)=CC=1.[Pd].[Pd].O. The product is [CH3:31][C:32]1[O:33][C:34]([C:10]2[CH:11]=[CH:12][C:13]3[N:19]4[CH2:20][C@H:16]([CH2:17][CH2:18]4)[N:15]([C:21]([NH:23][C:24]4[CH:29]=[N:28][CH:27]=[CH:26][N:25]=4)=[O:22])[C:14]=3[N:30]=2)=[CH:35][N:36]=1. The yield is 0.220.